From a dataset of Full USPTO retrosynthesis dataset with 1.9M reactions from patents (1976-2016). Predict the reactants needed to synthesize the given product. (1) Given the product [Cl:1][C:2]1[CH:7]=[C:6]([O:8][C:9]2[C:18]3[C:13](=[CH:14][C:15]([O:21][CH2:37][C:38]4[CH:43]=[CH:42][CH:41]=[CH:40][N:39]=4)=[C:16]([O:19][CH3:20])[CH:17]=3)[N:12]=[CH:11][CH:10]=2)[CH:5]=[CH:4][C:3]=1[NH:22][C:23]([NH:25][CH2:26][CH2:27][CH3:28])=[O:24], predict the reactants needed to synthesize it. The reactants are: [Cl:1][C:2]1[CH:7]=[C:6]([O:8][C:9]2[C:18]3[C:13](=[CH:14][C:15]([OH:21])=[C:16]([O:19][CH3:20])[CH:17]=3)[N:12]=[CH:11][CH:10]=2)[CH:5]=[CH:4][C:3]=1[NH:22][C:23]([NH:25][CH2:26][CH2:27][CH3:28])=[O:24].C(=O)([O-])[O-].[K+].[K+].Cl.Cl[CH2:37][C:38]1[CH:43]=[CH:42][CH:41]=[CH:40][N:39]=1.O. (2) The reactants are: [Cl:1][C:2]1[CH:3]=[C:4]([O:10][CH3:11])[CH:5]=[C:6]([O:8][CH3:9])[CH:7]=1.CN([CH:15]=[O:16])C.O=P(Cl)(Cl)Cl. Given the product [Cl:1][C:2]1[C:3]([CH:15]=[O:16])=[C:4]([O:10][CH3:11])[CH:5]=[C:6]([O:8][CH3:9])[CH:7]=1, predict the reactants needed to synthesize it. (3) Given the product [F:21][C:18]1[CH:17]=[CH:16][C:15]([C:14]2[N:13]=[CH:12][N:11]3[C:6]([C:4]([OH:5])=[O:3])=[CH:7][CH:8]=[CH:9][C:10]=23)=[CH:20][CH:19]=1, predict the reactants needed to synthesize it. The reactants are: C([O:3][C:4]([C:6]1[N:11]2[CH:12]=[N:13][C:14]([C:15]3[CH:20]=[CH:19][C:18]([F:21])=[CH:17][CH:16]=3)=[C:10]2[CH:9]=[CH:8][CH:7]=1)=[O:5])C.[OH-].[K+].